This data is from Forward reaction prediction with 1.9M reactions from USPTO patents (1976-2016). The task is: Predict the product of the given reaction. (1) The product is: [C:23]([O:27][C:28](=[O:46])[CH2:29][N:30]([C:39]([O:41][C:42]([CH3:45])([CH3:44])[CH3:43])=[O:40])[C:31]1[CH:36]=[CH:35][CH:34]=[C:33]([CH:37]=[O:38])[N:32]=1)([CH3:26])([CH3:25])[CH3:24]. Given the reactants CC(OI1(OC(C)=O)(OC(C)=O)OC(=O)C2C=CC=CC1=2)=O.[C:23]([O:27][C:28](=[O:46])[CH2:29][N:30]([C:39]([O:41][C:42]([CH3:45])([CH3:44])[CH3:43])=[O:40])[C:31]1[CH:36]=[CH:35][CH:34]=[C:33]([CH2:37][OH:38])[N:32]=1)([CH3:26])([CH3:25])[CH3:24].S([O-])([O-])(=O)=S.[Na+].[Na+], predict the reaction product. (2) Given the reactants P(Cl)(Cl)([Cl:3])=O.[CH3:6][N:7]([CH3:10])C=O.[OH:11][C:12]1N(C)[N:15]=[C:14]([C:18]([O:20][CH2:21][CH3:22])=[O:19])[CH:13]=1.C(=O)([O-])O.[Na+], predict the reaction product. The product is: [Cl:3][C:10]1[N:7]([CH3:6])[N:15]=[C:14]([C:18]([O:20][CH2:21][CH3:22])=[O:19])[C:13]=1[CH:12]=[O:11]. (3) The product is: [CH3:1][O:2][C:3](=[O:29])[CH:4]([N:12]1[CH2:13][C:14]([O:21][C:22]2[CH:27]=[CH:26][CH:25]=[CH:24][C:23]=2[Cl:28])=[CH:15][C:16]1=[O:17])[CH2:5][CH:6]([CH3:11])[C:7]([F:10])([F:9])[F:8]. Given the reactants [CH3:1][O:2][C:3](=[O:29])[CH:4]([NH:12][CH2:13][C:14]([O:21][C:22]1[CH:27]=[CH:26][CH:25]=[CH:24][C:23]=1[Cl:28])=[CH:15][C:16](OCC)=[O:17])[CH2:5][CH:6]([CH3:11])[C:7]([F:10])([F:9])[F:8], predict the reaction product. (4) Given the reactants [CH3:1][N:2]1[C:10]2[C:5](=[CH:6][CH:7]=[CH:8][CH:9]=2)[CH:4]=[C:3]1C=O.[CH:13]1([NH2:16])[CH2:15][CH2:14]1.C(O)(=O)C, predict the reaction product. The product is: [CH:13]1([NH:16][C:3]2[N:2]([CH3:1])[C:10]3[C:5]([CH:4]=2)=[CH:6][CH:7]=[CH:8][CH:9]=3)[CH2:15][CH2:14]1. (5) Given the reactants [CH2:1]([C:7]1[CH:8]=[C:9]2[C:13](=[CH:14][C:15]=1[O:16][CH3:17])[C:12](=O)[CH2:11][CH2:10]2)[CH2:2][CH2:3][CH2:4][CH2:5][CH3:6].[H-].[Na+].[CH3:21]I.O.CN(C)[CH:26]=[O:27], predict the reaction product. The product is: [CH2:1]([C:7]1[CH:8]=[C:9]2[C:13](=[CH:14][C:15]=1[O:16][CH3:17])[C:26](=[O:27])[C:11]([CH3:12])([CH3:21])[CH2:10]2)[CH2:2][CH2:3][CH2:4][CH2:5][CH3:6]. (6) Given the reactants [CH3:1][C:2]1[C:10]2[N:9]=[C:8]([S:11][CH2:12][C:13]3[CH:18]=[CH:17][CH:16]=[CH:15][C:14]=3[NH2:19])[NH:7][C:6]=2[CH:5]=[CH:4][CH:3]=1.[OH2:20], predict the reaction product. The product is: [OH2:20].[CH3:1][C:2]1[C:10]2[N:9]=[C:8]([S:11]([CH2:12][C:13]3[CH:18]=[CH:17][CH:16]=[CH:15][C:14]=3[NH2:19])=[O:20])[NH:7][C:6]=2[CH:5]=[CH:4][CH:3]=1.[CH3:1][C:2]1[C:10]2[N:9]=[C:8]([S:11]([CH2:12][C:13]3[CH:18]=[CH:17][CH:16]=[CH:15][C:14]=3[NH2:19])=[O:20])[NH:7][C:6]=2[CH:5]=[CH:4][CH:3]=1.